This data is from Forward reaction prediction with 1.9M reactions from USPTO patents (1976-2016). The task is: Predict the product of the given reaction. (1) Given the reactants Br[C:2]1[C:3]([O:17][C:18]2[CH:23]=[CH:22][C:21]([F:24])=[CH:20][CH:19]=2)=[C:4]2[C:9](=[CH:10][CH:11]=1)[N:8]([C:12]([O:14][CH3:15])=[O:13])[C@@H:7]([CH3:16])[CH2:6][CH2:5]2.CC1(C)C(C)(C)OB([C:33]2[CH:34]=[N:35][N:36]([CH:38]3[CH2:41][N:40]([C:42]([O:44][C:45]([CH3:48])([CH3:47])[CH3:46])=[O:43])[CH2:39]3)[CH:37]=2)O1.C(=O)([O-])[O-].[Cs+].[Cs+], predict the reaction product. The product is: [C:45]([O:44][C:42]([N:40]1[CH2:41][CH:38]([N:36]2[CH:37]=[C:33]([C:2]3[C:3]([O:17][C:18]4[CH:19]=[CH:20][C:21]([F:24])=[CH:22][CH:23]=4)=[C:4]4[C:9](=[CH:10][CH:11]=3)[N:8]([C:12]([O:14][CH3:15])=[O:13])[C@@H:7]([CH3:16])[CH2:6][CH2:5]4)[CH:34]=[N:35]2)[CH2:39]1)=[O:43])([CH3:48])([CH3:46])[CH3:47]. (2) Given the reactants CC1C2C(=CC=C(C(NN)=O)C=2)NN=1.[CH3:15][C:16]1[C:24]2[C:19](=[CH:20][CH:21]=[C:22]([C:25]([NH:27][NH:28][C:29]([NH:31][CH2:32][CH2:33][C:34]3[CH:39]=[CH:38][CH:37]=[CH:36][CH:35]=3)=[S:30])=O)[CH:23]=2)[NH:18][N:17]=1.C(N=C=S)CC1C=CC=CC=1, predict the reaction product. The product is: [CH3:15][C:16]1[C:24]2[C:19](=[CH:20][CH:21]=[C:22]([C:25]3[S:30][C:29]([NH:31][CH2:32][CH2:33][C:34]4[CH:39]=[CH:38][CH:37]=[CH:36][CH:35]=4)=[N:28][N:27]=3)[CH:23]=2)[NH:18][N:17]=1. (3) Given the reactants [Br:1][C:2]1[CH:7]=[CH:6][CH:5]=[C:4]([N+:8]([O-])=O)[C:3]=1[CH2:11][C:12]([O:14][C:15]([CH3:18])([CH3:17])[CH3:16])=[O:13], predict the reaction product. The product is: [NH2:8][C:4]1[CH:5]=[CH:6][CH:7]=[C:2]([Br:1])[C:3]=1[CH2:11][C:12]([O:14][C:15]([CH3:18])([CH3:17])[CH3:16])=[O:13]. (4) Given the reactants [Cl:1][C:2]1C=[C:4]([N:8]2[CH2:13][CH2:12][N:11]([C:14]([C:16]3[N:17]([C:22]4[CH:27]=[CH:26][CH:25]=[CH:24][CH:23]=4)[N:18]=[C:19]([CH3:21])[CH:20]=3)=[O:15])[CH2:10][CH2:9]2)[CH:5]=[CH:6][CH:7]=1.ClC1[N:34]=C(N2CCNCC2)C=CC=1, predict the reaction product. The product is: [Cl:1][C:2]1[N:34]=[C:4]([N:8]2[CH2:13][CH2:12][N:11]([C:14]([C:16]3[N:17]([C:22]4[CH:27]=[CH:26][CH:25]=[CH:24][CH:23]=4)[N:18]=[C:19]([CH3:21])[CH:20]=3)=[O:15])[CH2:10][CH2:9]2)[CH:5]=[CH:6][CH:7]=1. (5) Given the reactants C1(C)C=CC(S(O)(=O)=[O:8])=CC=1.[CH2:12]([C:19]1([NH:25][C:26]([O:28][CH2:29][CH3:30])=[O:27])[CH2:24][CH2:23][NH:22][CH2:21][CH2:20]1)[C:13]1[CH:18]=[CH:17][CH:16]=[CH:15][CH:14]=1.[ClH:31].[C:32]([N:40]1[CH2:45][CH2:44][CH2:43][C:42]([C:62]2[CH:67]=[CH:66][C:65]([Cl:68])=[C:64]([Cl:69])[CH:63]=2)([CH2:46][CH2:47][CH2:48]N2CCC(C(N3CCCC3)=O)CC2)[CH2:41]1)(=[O:39])[C:33]1[CH:38]=[CH:37][CH:36]=[CH:35][CH:34]=1.C([O-])([O-])=O.[K+].[K+], predict the reaction product. The product is: [OH2:8].[ClH:68].[C:32]([N:40]1[CH2:45][CH2:44][CH2:43][C:42]([CH2:46][CH2:47][CH2:48][N:22]2[CH2:21][CH2:20][C:19]([CH2:12][C:13]3[CH:18]=[CH:17][CH:16]=[CH:15][CH:14]=3)([NH:25][C:26]([O:28][CH2:29][CH3:30])=[O:27])[CH2:24][CH2:23]2)([C:62]2[CH:67]=[CH:66][C:65]([Cl:68])=[C:64]([Cl:69])[CH:63]=2)[CH2:41]1)(=[O:39])[C:33]1[CH:34]=[CH:35][CH:36]=[CH:37][CH:38]=1.[C:32]([N:40]1[CH2:45][CH2:44][CH2:43][C:42]([C:62]2[CH:67]=[CH:66][C:65]([Cl:68])=[C:64]([Cl:69])[CH:63]=2)([CH2:46][CH2:47][CH2:48][N:22]2[CH2:21][CH2:20][C:19]([NH:25][C:26]([O:28][CH2:29][CH3:30])=[O:27])([CH2:12][C:13]3[CH:18]=[CH:17][CH:16]=[CH:15][CH:14]=3)[CH2:24][CH2:23]2)[CH2:41]1)(=[O:39])[C:33]1[CH:34]=[CH:35][CH:36]=[CH:37][CH:38]=1.[ClH:31]. (6) Given the reactants [C:1]1([CH2:7][NH2:8])[CH:6]=[CH:5][CH:4]=[CH:3][CH:2]=1.[CH3:9][C:10](=O)[CH2:11][CH3:12].[BH-](OC(C)=O)(OC(C)=O)OC(C)=O.[Na+], predict the reaction product. The product is: [CH2:7]([NH:8][CH:10]([CH2:11][CH3:12])[CH3:9])[C:1]1[CH:6]=[CH:5][CH:4]=[CH:3][CH:2]=1. (7) Given the reactants Br[CH2:2][C:3](=[CH2:7])[C:4]([OH:6])=[O:5].[CH2:8]([SH:15])[C:9]1[CH:14]=[CH:13][CH:12]=[CH:11][CH:10]=1.[OH-].[Na+], predict the reaction product. The product is: [CH2:8]([S:15][CH2:2][C:3](=[CH2:7])[C:4]([OH:6])=[O:5])[C:9]1[CH:14]=[CH:13][CH:12]=[CH:11][CH:10]=1. (8) The product is: [Cl:1][C:2]1[CH:23]=[CH:22][C:5]([C:6]([N:8]([C:9]2[CH:20]=[CH:19][CH:18]=[CH:17][C:10]=2[O:11][CH2:12][CH2:13][NH:61][C:41]([NH:40][S:37]([CH3:36])(=[O:39])=[O:38])=[O:44])[CH3:21])=[O:7])=[CH:4][C:3]=1[C:24]1[CH:25]=[N:26][C:27]([C:32]([F:35])([F:34])[F:33])=[CH:28][C:29]=1[C:30]#[N:31]. Given the reactants [Cl:1][C:2]1[CH:23]=[CH:22][C:5]([C:6]([N:8]([CH3:21])[C:9]2[CH:20]=[CH:19][CH:18]=[CH:17][C:10]=2[O:11][CH2:12][CH2:13]C(O)=O)=[O:7])=[CH:4][C:3]=1[C:24]1[CH:25]=[N:26][C:27]([C:32]([F:35])([F:34])[F:33])=[CH:28][C:29]=1[C:30]#[N:31].[CH3:36][S:37]([NH2:40])(=[O:39])=[O:38].[C:41]([O-:44])([O-])=O.[K+].[K+].C1(P([N:61]=[N+]=[N-])(C2C=CC=CC=2)=O)C=CC=CC=1.OS([O-])(=O)=O.[Na+], predict the reaction product.